This data is from Full USPTO retrosynthesis dataset with 1.9M reactions from patents (1976-2016). The task is: Predict the reactants needed to synthesize the given product. (1) The reactants are: [NH2:1][C:2]1[C:11]2[N:12]=[C:13]([CH2:39][CH2:40][O:41][CH3:42])[N:14]([CH2:15][CH2:16][CH2:17][N:18]([CH2:27][C:28]3[CH:29]=[C:30]([CH:36]=[CH:37][CH:38]=3)[O:31][CH2:32][C:33]([OH:35])=[O:34])[C:19](=[O:26])[CH2:20][N:21]([CH2:24][CH3:25])[CH2:22][CH3:23])[C:10]=2[C:9]2[CH:8]=[CH:7][CH:6]=[CH:5][C:4]=2[N:3]=1.[CH3:43][CH:44](O)[CH3:45]. Given the product [NH2:1][C:2]1[C:11]2[N:12]=[C:13]([CH2:39][CH2:40][O:41][CH3:42])[N:14]([CH2:15][CH2:16][CH2:17][N:18]([CH2:27][C:28]3[CH:29]=[C:30]([CH:36]=[CH:37][CH:38]=3)[O:31][CH2:32][C:33]([O:35][CH:44]([CH3:45])[CH3:43])=[O:34])[C:19](=[O:26])[CH2:20][N:21]([CH2:24][CH3:25])[CH2:22][CH3:23])[C:10]=2[C:9]2[CH:8]=[CH:7][CH:6]=[CH:5][C:4]=2[N:3]=1, predict the reactants needed to synthesize it. (2) Given the product [CH2:3]([N:10]1[CH2:11][C:12]([C:22]2[CH:27]=[CH:26][CH:25]=[CH:24][CH:23]=2)=[C:13]([C:16]([O:18][CH2:19][CH3:20])=[O:17])[CH2:14][CH2:15]1)[C:4]1[CH:9]=[CH:8][CH:7]=[CH:6][CH:5]=1, predict the reactants needed to synthesize it. The reactants are: [H-].[Na+].[CH2:3]([N:10]1[CH2:15][CH2:14][CH:13]([C:16]([O:18][CH2:19][CH3:20])=[O:17])[C:12](=O)[CH2:11]1)[C:4]1[CH:9]=[CH:8][CH:7]=[CH:6][CH:5]=1.[CH:22]1[CH:27]=[CH:26][C:25](N(S(C(F)(F)F)(=O)=O)S(C(F)(F)F)(=O)=O)=[CH:24][CH:23]=1. (3) Given the product [OH:17][CH2:16][CH2:15][N:14]([CH2:18][CH2:19][OH:20])[CH2:8][CH:7]([OH:9])[CH2:6][O:5][CH2:4][CH:3]([CH2:1][CH3:2])[CH2:10][CH2:11][CH2:12][CH3:13], predict the reactants needed to synthesize it. The reactants are: [CH2:1]([CH:3]([CH2:10][CH2:11][CH2:12][CH3:13])[CH2:4][O:5][CH2:6][CH:7]1[O:9][CH2:8]1)[CH3:2].[NH:14]([CH2:18][CH2:19][OH:20])[CH2:15][CH2:16][OH:17].C(OCC1OC1)C1OC1. (4) The reactants are: [C:1]([C:4]1[CH:9]=[CH:8][C:7]([C:10]2[CH:11]=[CH:12][C:13]3[N:14]([C:16]([C:19]#[C:20][C:21]4[CH:26]=[CH:25][N:24]=[C:23]([NH:27]C(=O)OC(C)(C)C)[CH:22]=4)=[CH:17][N:18]=3)[N:15]=2)=[CH:6][CH:5]=1)(=[O:3])[NH2:2].C(O)(C(F)(F)F)=O.C([O-])(O)=O.[Na+]. Given the product [NH2:27][C:23]1[CH:22]=[C:21]([C:20]#[C:19][C:16]2[N:14]3[N:15]=[C:10]([C:7]4[CH:8]=[CH:9][C:4]([C:1]([NH2:2])=[O:3])=[CH:5][CH:6]=4)[CH:11]=[CH:12][C:13]3=[N:18][CH:17]=2)[CH:26]=[CH:25][N:24]=1, predict the reactants needed to synthesize it. (5) Given the product [Cl:32][CH2:31][CH2:30][O:29][C:23]1[CH:22]=[C:21]2[C:26]([C:17]([NH:48][C:35]3[C:36]4[O:40][CH2:39][O:38][C:37]=4[C:41]([C:43]#[C:44][CH2:45][O:46][CH3:47])=[CH:42][C:34]=3[Cl:33])=[N:18][CH:19]=[N:20]2)=[CH:25][C:24]=1[O:27][CH3:28], predict the reactants needed to synthesize it. The reactants are: C[Si]([N-][Si](C)(C)C)(C)C.[Na+].O1CCCC1.Cl[C:17]1[C:26]2[C:21](=[CH:22][C:23]([O:29][CH2:30][CH2:31][Cl:32])=[C:24]([O:27][CH3:28])[CH:25]=2)[N:20]=[CH:19][N:18]=1.[Cl:33][C:34]1[CH:42]=[C:41]([C:43]#[C:44][CH2:45][O:46][CH3:47])[C:37]2[O:38][CH2:39][O:40][C:36]=2[C:35]=1[NH2:48].[Cl-].[NH4+].